This data is from Full USPTO retrosynthesis dataset with 1.9M reactions from patents (1976-2016). The task is: Predict the reactants needed to synthesize the given product. The reactants are: [O:1]1[C:9]2[C:4](=[N:5][CH:6]=[CH:7][CH:8]=2)[NH:3][C:2]1=[O:10].[Cl:11][C:12]1[C:17]([F:18])=[CH:16][C:15]([CH2:19]Cl)=[CH:14][N:13]=1.C(=O)([O-])[O-].[Cs+].[Cs+].[I-].[Cs+]. Given the product [Cl:11][C:12]1[N:13]=[CH:14][C:15]([CH2:19][N:5]2[CH:6]=[CH:7][CH:8]=[C:9]3[O:1][C:2](=[O:10])[N:3]=[C:4]23)=[CH:16][C:17]=1[F:18], predict the reactants needed to synthesize it.